Dataset: Forward reaction prediction with 1.9M reactions from USPTO patents (1976-2016). Task: Predict the product of the given reaction. (1) The product is: [O:48]1[C:52]2[CH:53]=[CH:54][CH:55]=[CH:56][C:51]=2[N:50]=[C:49]1[C:57]([NH:59][C:60]1[CH:75]=[CH:74][C:73]([C:76]#[N:77])=[CH:72][C:61]=1[C:62]([OH:64])=[O:63])=[O:58]. Given the reactants O1C2C=CC=CC=2N=C1C(OCC1C=CC=CC=1)=O.C(N(CC)CC)C.[H][H].NC1C=CC(C#N)=CC=1C(OCC1C=CC=CC=1)=O.[O:48]1[C:52]2[CH:53]=[CH:54][CH:55]=[CH:56][C:51]=2[N:50]=[C:49]1[C:57]([NH:59][C:60]1[CH:75]=[CH:74][C:73]([C:76]#[N:77])=[CH:72][C:61]=1[C:62]([O:64]CC1C=CC=CC=1)=[O:63])=[O:58], predict the reaction product. (2) Given the reactants [C:1]([N:8]1[CH2:13][CH2:12][CH2:11][CH2:10][C:9]1=O)([O:3][C:4]([CH3:7])([CH3:6])[CH3:5])=[O:2].[CH2:15]([NH2:22])[C:16]1[CH:21]=[CH:20][CH:19]=[CH:18][CH:17]=1.C(O)(=O)C.C(O[BH-](OC(=O)C)OC(=O)C)(=O)C.[Na+], predict the reaction product. The product is: [C:4]([O:3][C:1]([N:8]1[CH2:13][CH2:12][CH:11]([NH:22][CH2:15][C:16]2[CH:21]=[CH:20][CH:19]=[CH:18][CH:17]=2)[CH2:10][CH2:9]1)=[O:2])([CH3:7])([CH3:6])[CH3:5]. (3) Given the reactants [Cl:1][C:2]1[CH:3]=[C:4]([C:10]2[C:11]([CH3:26])=[N:12][N:13]([CH2:16][C:17]3[CH:18]=[CH:19][C:20]([C:23](O)=[O:24])=[N:21][CH:22]=3)[C:14]=2[CH3:15])[CH:5]=[CH:6][C:7]=1[C:8]#[N:9].C[N+]1(C2N=C(OC)N=C(OC)N=2)CCOCC1.[Cl-].[CH:45]1([NH2:48])[CH2:47][CH2:46]1.C(=O)([O-])O.[Na+], predict the reaction product. The product is: [Cl:1][C:2]1[CH:3]=[C:4]([C:10]2[C:11]([CH3:26])=[N:12][N:13]([CH2:16][C:17]3[CH:18]=[CH:19][C:20]([C:23]([NH:48][CH:45]4[CH2:47][CH2:46]4)=[O:24])=[N:21][CH:22]=3)[C:14]=2[CH3:15])[CH:5]=[CH:6][C:7]=1[C:8]#[N:9]. (4) Given the reactants [C:1]([C:3]1[CH:23]=[C:22]([F:24])[CH:21]=[CH:20][C:4]=1[O:5][C:6]1[CH:7]=[C:8]2[C:12](=[CH:13][CH:14]=1)[N:11]([CH2:15][C:16](OC)=[O:17])[N:10]=[CH:9]2)#[N:2].[BH4-].[Na+], predict the reaction product. The product is: [F:24][C:22]1[CH:21]=[CH:20][C:4]([O:5][C:6]2[CH:7]=[C:8]3[C:12](=[CH:13][CH:14]=2)[N:11]([CH2:15][CH2:16][OH:17])[N:10]=[CH:9]3)=[C:3]([CH:23]=1)[C:1]#[N:2]. (5) Given the reactants C([O:3][C:4](=[O:32])[C:5]1[CH:10]=[CH:9][CH:8]=[C:7]([C:11]2[CH:16]=[CH:15][N:14]=[CH:13][C:12]=2[C:17]2[CH:22]=[C:21]([Cl:23])[CH:20]=[CH:19][C:18]=2[O:24][CH2:25][C:26]2[CH:31]=[CH:30][CH:29]=[CH:28][CH:27]=2)[CH:6]=1)C, predict the reaction product. The product is: [CH2:25]([O:24][C:18]1[CH:19]=[CH:20][C:21]([Cl:23])=[CH:22][C:17]=1[C:12]1[CH:13]=[N:14][CH:15]=[CH:16][C:11]=1[C:7]1[CH:6]=[C:5]([CH:10]=[CH:9][CH:8]=1)[C:4]([OH:32])=[O:3])[C:26]1[CH:27]=[CH:28][CH:29]=[CH:30][CH:31]=1. (6) The product is: [Br:1][C:2]1[CH:3]=[C:4]([CH:23]=[CH:24][C:25]=1[CH3:26])[NH:5][C:6]1[C:15]2[C:10](=[CH:11][CH:12]=[CH:13][CH:14]=2)[C:9]([C:16]([C:17]2[CH:22]=[CH:21][N:20]=[CH:19][CH:18]=2)=[O:29])=[N:8][N:7]=1. Given the reactants [Br:1][C:2]1[CH:3]=[C:4]([CH:23]=[CH:24][C:25]=1[CH3:26])[NH:5][C:6]1[C:15]2[C:10](=[CH:11][CH:12]=[CH:13][CH:14]=2)[C:9]([CH2:16][C:17]2[CH:22]=[CH:21][N:20]=[CH:19][CH:18]=2)=[N:8][N:7]=1.CS(C)=[O:29], predict the reaction product. (7) Given the reactants [O:1]1[CH2:6][CH2:5][CH2:4][CH:3]([CH2:7][CH2:8][OH:9])[CH2:2]1.C(N(CC)CC)C.[CH3:17][S:18](Cl)(=[O:20])=[O:19], predict the reaction product. The product is: [CH3:17][S:18]([O:9][CH2:8][CH2:7][CH:3]1[CH2:4][CH2:5][CH2:6][O:1][CH2:2]1)(=[O:20])=[O:19]. (8) Given the reactants [Cl:1][C:2]1[C:7]([F:8])=[CH:6][CH:5]=[C:4]([Cl:9])[C:3]=1[CH:10]([O:12][C:13]1[C:14]([NH2:19])=[N:15][CH:16]=[CH:17][CH:18]=1)[CH3:11].[Br:20]N1C(=O)CCC1=O, predict the reaction product. The product is: [Br:20][C:17]1[CH:18]=[C:13]([O:12][CH:10]([C:3]2[C:4]([Cl:9])=[CH:5][CH:6]=[C:7]([F:8])[C:2]=2[Cl:1])[CH3:11])[C:14]([NH2:19])=[N:15][CH:16]=1. (9) Given the reactants [CH3:1][C:2]1[CH:3]=[CH:4][C:5]([N+:9]([O-:11])=[O:10])=[C:6]([OH:8])[CH:7]=1.C(=O)([O-])[O-].[K+].[K+].C[CH2:19][O:20][CH2:21][CH3:22], predict the reaction product. The product is: [CH3:1][C:2]1[CH:3]=[CH:4][C:5]([N+:9]([O-:11])=[O:10])=[C:6]([CH:7]=1)[O:8][CH2:22][CH:21]1[CH2:19][O:20]1. (10) The product is: [N:6]1[CH:7]=[CH:8][N:9]=[CH:10][C:5]=1[C:3]1[N:4]=[C:22]([C:13]2[C:14]3[C:19](=[CH:18][CH:17]=[CH:16][CH:15]=3)[CH:20]=[CH:21][C:12]=2[OH:11])[NH:1][N:2]=1. Given the reactants [NH2:1][NH:2][C:3]([C:5]1[CH:10]=[N:9][CH:8]=[CH:7][N:6]=1)=[NH:4].[OH:11][C:12]1[CH:21]=[CH:20][C:19]2[C:14](=[CH:15][CH:16]=[CH:17][CH:18]=2)[C:13]=1[CH:22]=O, predict the reaction product.